From a dataset of Catalyst prediction with 721,799 reactions and 888 catalyst types from USPTO. Predict which catalyst facilitates the given reaction. (1) Reactant: [CH:1]1([C:4]2[CH:5]=[N:6][C:7]([NH:14][C:15]3[CH:16]=[C:17]4[C:21](=[CH:22][CH:23]=3)[NH:20][C:19]([C:24]3[CH:29]=[CH:28][CH:27]=[CH:26][CH:25]=3)=[CH:18]4)=[C:8]([CH:13]=2)[C:9]([O:11][CH3:12])=[O:10])[CH2:3][CH2:2]1.CC(C)([O-])C.[K+].[CH2:36](Br)[C:37]1[CH:42]=[CH:41][CH:40]=[CH:39][CH:38]=1.CN(C)C(=O)C. The catalyst class is: 69. Product: [CH2:36]([N:20]1[C:21]2[C:17](=[CH:16][C:15]([NH:14][C:7]3[N:6]=[CH:5][C:4]([CH:1]4[CH2:3][CH2:2]4)=[CH:13][C:8]=3[C:9]([O:11][CH3:12])=[O:10])=[CH:23][CH:22]=2)[CH:18]=[C:19]1[C:24]1[CH:29]=[CH:28][CH:27]=[CH:26][CH:25]=1)[C:37]1[CH:42]=[CH:41][CH:40]=[CH:39][CH:38]=1. (2) Reactant: [CH2:1]([O:8][N:9]1[C:15](=[O:16])[N:14]2[CH2:17][C@H:10]1[CH2:11][CH2:12][C@H:13]2[C:18]([OH:20])=O)[C:2]1[CH:7]=[CH:6][CH:5]=[CH:4][CH:3]=1.[NH2:21][O:22][CH2:23][C:24]1[C:32]2[CH:31]3[CH2:33][CH:28]([CH2:29][CH2:30]3)[C:27]=2[N:26]([CH3:34])[N:25]=1.ON1C2C=CC=CC=2N=N1.Cl.C(N=C=NCCCN(C)C)C. Product: [CH2:1]([O:8][N:9]1[C:15](=[O:16])[N:14]2[CH2:17][C@H:10]1[CH2:11][CH2:12][C@H:13]2[C:18]([NH:21][O:22][CH2:23][C:24]1[C:32]2[CH:31]3[CH2:33][CH:28]([CH2:29][CH2:30]3)[C:27]=2[N:26]([CH3:34])[N:25]=1)=[O:20])[C:2]1[CH:3]=[CH:4][CH:5]=[CH:6][CH:7]=1. The catalyst class is: 2. (3) Reactant: [NH2:1][CH2:2][CH2:3][O:4][C:5]1[C:10]([CH3:11])=[CH:9][C:8]([C:12]2[NH:21][C:20](=[O:22])[C:19]3[C:14](=[CH:15][C:16]([O:25][CH3:26])=[CH:17][C:18]=3[O:23][CH3:24])[N:13]=2)=[CH:7][C:6]=1[CH3:27].CCN(CC)CC.Cl[C:36]1[N:41]=[CH:40][CH:39]=[CH:38][N:37]=1. Product: [CH3:27][C:6]1[CH:7]=[C:8]([C:12]2[NH:21][C:20](=[O:22])[C:19]3[C:14](=[CH:15][C:16]([O:25][CH3:26])=[CH:17][C:18]=3[O:23][CH3:24])[N:13]=2)[CH:9]=[C:10]([CH3:11])[C:5]=1[O:4][CH2:3][CH2:2][NH:1][C:36]1[N:41]=[CH:40][CH:39]=[CH:38][N:37]=1. The catalyst class is: 107. (4) Reactant: [O-]CC.[Na+].[CH2:5]([O:7][C:8]([C:10]1[NH:11][C:12](=[S:16])[NH:13][C:14]=1[CH3:15])=[O:9])[CH3:6].[CH2:17]([O:19][CH:20]([O:23][CH2:24][CH3:25])[CH2:21]Br)[CH3:18]. Product: [CH2:5]([O:7][C:8]([C:10]1[N:11]=[C:12]([S:16][CH2:21][CH:20]([O:23][CH2:24][CH3:25])[O:19][CH2:17][CH3:18])[NH:13][C:14]=1[CH3:15])=[O:9])[CH3:6]. The catalyst class is: 14. (5) Reactant: [CH3:1][N:2]([CH2:22][C@@H:23]1[C:26]2[CH:27]=[C:28]([O:33][CH3:34])[C:29]([O:31][CH3:32])=[CH:30][C:25]=2[CH2:24]1)[CH2:3][CH2:4][CH2:5][N:6]1[C:16](=[O:17])[CH2:15][C:14]2[C:9](=[CH:10][C:11]([O:20][CH3:21])=[C:12]([O:18][CH3:19])[CH:13]=2)[CH2:8][CH2:7]1.[C:35]([OH:40])(=[O:39])[C:36]([OH:38])=[O:37]. Product: [CH3:1][N:2]([CH2:22][C@@H:23]1[C:26]2[CH:27]=[C:28]([O:33][CH3:34])[C:29]([O:31][CH3:32])=[CH:30][C:25]=2[CH2:24]1)[CH2:3][CH2:4][CH2:5][N:6]1[C:16](=[O:17])[CH2:15][C:14]2[C:9](=[CH:10][C:11]([O:20][CH3:21])=[C:12]([O:18][CH3:19])[CH:13]=2)[CH2:8][CH2:7]1.[C:35]([O-:40])(=[O:39])[C:36]([O-:38])=[O:37]. The catalyst class is: 21. (6) Reactant: C(Cl)(=O)C.[C:5]([C:8]1[CH:17]=[C:16]2[C:11]([CH2:12][C@@H:13]([O:26][CH3:27])[C@H:14]([NH:22]C(=O)O)[C:15]2([CH2:20][CH3:21])[CH2:18][CH3:19])=[CH:10][CH:9]=1)(=[O:7])[NH2:6]. Product: [NH2:22][C@@H:14]1[C:15]([CH2:18][CH3:19])([CH2:20][CH3:21])[C:16]2[CH:17]=[C:8]([C:5]([NH2:6])=[O:7])[CH:9]=[CH:10][C:11]=2[CH2:12][C@H:13]1[O:26][CH3:27]. The catalyst class is: 8. (7) Reactant: C[Mg+].[Br-].[O:4]=[C:5]([CH3:16])[CH2:6][C:7]1[CH:8]=[C:9]([CH:13]=[CH:14][CH:15]=1)[C:10]([OH:12])=[O:11].[CH2:17](Cl)Cl.CO. Product: [OH:4][C:5]([CH3:17])([CH3:16])[CH2:6][C:7]1[CH:8]=[C:9]([CH:13]=[CH:14][CH:15]=1)[C:10]([OH:12])=[O:11]. The catalyst class is: 20. (8) Reactant: [Cl:1][C:2]1[CH:7]=[C:6]([CH3:8])[N:5]=[C:4]([C:9]([N:11]2[CH2:16][CH2:15][CH2:14][CH2:13][C@H:12]2[CH2:17][C:18]2[N:19]=[C:20]3[C:25]([CH3:26])=[CH:24][CH:23]=[CH:22][N:21]3[CH:27]=2)=[O:10])[C:3]=1[O:28][CH2:29][CH3:30].Cl.CCOCC. Product: [ClH:1].[Cl:1][C:2]1[CH:7]=[C:6]([CH3:8])[N:5]=[C:4]([C:9]([N:11]2[CH2:16][CH2:15][CH2:14][CH2:13][C@H:12]2[CH2:17][C:18]2[N:19]=[C:20]3[C:25]([CH3:26])=[CH:24][CH:23]=[CH:22][N:21]3[CH:27]=2)=[O:10])[C:3]=1[O:28][CH2:29][CH3:30]. The catalyst class is: 2. (9) Reactant: [CH:1]1([C@:7]([C:15]2[O:16][C:17]([CH2:20][N:21]([CH3:23])[CH3:22])=[CH:18][N:19]=2)([C:9]2[CH:14]=[CH:13][CH:12]=[CH:11][CH:10]=2)[OH:8])[CH2:6][CH2:5][CH2:4][CH2:3][CH2:2]1.[Br:24][CH2:25][CH2:26][O:27][CH2:28][C:29]1[CH:34]=[CH:33][C:32]([Cl:35])=[CH:31][CH:30]=1. Product: [Br-:24].[Cl:35][C:32]1[CH:33]=[CH:34][C:29]([CH2:28][O:27][CH2:26][CH2:25][N+:21]([CH2:20][C:17]2[O:16][C:15]([C@:7]([CH:9]3[CH2:14][CH2:13][CH2:12][CH2:11][CH2:10]3)([OH:8])[C:1]3[CH:2]=[CH:3][CH:4]=[CH:5][CH:6]=3)=[N:19][CH:18]=2)([CH3:23])[CH3:22])=[CH:30][CH:31]=1. The catalyst class is: 41.